Dataset: Forward reaction prediction with 1.9M reactions from USPTO patents (1976-2016). Task: Predict the product of the given reaction. The product is: [F:8][C:9]([F:22])([F:21])[S:10]([O:13][SiH:3]([CH3:6])[CH3:4])(=[O:12])=[O:11]. Given the reactants CN([SiH3])[Si:3]([CH3:6])(C)[CH3:4].[F:8][C:9]([F:22])([F:21])[S:10]([O:13]S(C(F)(F)F)(=O)=O)(=[O:12])=[O:11], predict the reaction product.